From a dataset of Full USPTO retrosynthesis dataset with 1.9M reactions from patents (1976-2016). Predict the reactants needed to synthesize the given product. (1) Given the product [CH3:16][N:15]1[CH:14]=[C:13]([C:18]2[CH:23]=[CH:22][CH:21]=[CH:20][CH:19]=2)[CH:12]=[C:17]1[C:29]([O:28][CH2:26][CH3:27])=[O:33], predict the reactants needed to synthesize it. The reactants are: [O-]CC.[Na+].Cl([O-])(=O)(=O)=O.CN(C)[CH:12]=[C:13]([C:18]1[CH:23]=[CH:22][CH:21]=[CH:20][CH:19]=1)[CH:14]=[N+:15]([CH3:17])[CH3:16].Cl.[CH2:26]([O:28][C:29](=[O:33])CNC)[CH3:27]. (2) Given the product [CH2:1]([N:3]1[C:4](=[O:16])[CH:5]=[CH:6][C:7]([CH:9]2[CH2:14][CH2:13][CH:12]([N:17]3[CH2:20][CH:19]([NH:21][C:22]([CH2:24][NH:25][C:26](=[O:37])[C:27]4[CH:32]=[CH:31][CH:30]=[C:29]([C:33]([F:36])([F:34])[F:35])[CH:28]=4)=[O:23])[CH2:18]3)[CH2:11][CH2:10]2)=[CH:8]1)[CH3:2], predict the reactants needed to synthesize it. The reactants are: [CH2:1]([N:3]1[CH:8]=[C:7]([CH:9]2[CH2:14][CH2:13][C:12](=O)[CH2:11][CH2:10]2)[CH:6]=[CH:5][C:4]1=[O:16])[CH3:2].[NH:17]1[CH2:20][CH:19]([NH:21][C:22]([CH2:24][NH:25][C:26](=[O:37])[C:27]2[CH:32]=[CH:31][CH:30]=[C:29]([C:33]([F:36])([F:35])[F:34])[CH:28]=2)=[O:23])[CH2:18]1. (3) Given the product [Cl:29][C:24]1[CH:23]=[C:22]([C:16]2([C:18]([F:20])([F:21])[F:19])[O:15][CH2:14][C:13]([C:10]3[CH:11]=[CH:12][C:7]([C:6]([OH:31])=[O:5])=[C:8]([CH3:30])[CH:9]=3)=[CH:17]2)[CH:27]=[C:26]([Cl:28])[CH:25]=1, predict the reactants needed to synthesize it. The reactants are: C([O:5][C:6](=[O:31])[C:7]1[CH:12]=[CH:11][C:10]([C:13]2[CH2:14][O:15][C:16]([C:22]3[CH:27]=[C:26]([Cl:28])[CH:25]=[C:24]([Cl:29])[CH:23]=3)([C:18]([F:21])([F:20])[F:19])[CH:17]=2)=[CH:9][C:8]=1[CH3:30])(C)(C)C.FC(F)(F)C(O)=O. (4) Given the product [CH3:15][C:16]1[CH:25]=[C:24]([NH:26][C:27]([NH:14][CH:10]2[CH2:11][CH2:12][CH2:13][NH:8][CH2:9]2)=[O:28])[C:23]2[C:18](=[CH:19][CH:20]=[CH:21][CH:22]=2)[N:17]=1, predict the reactants needed to synthesize it. The reactants are: C(OC([N:8]1[CH2:13][CH2:12][CH2:11][CH:10]([NH2:14])[CH2:9]1)=O)(C)(C)C.[CH3:15][C:16]1[CH:25]=[C:24]([NH:26][C:27](NC2C3C(=CC=CC=3)N=C(C)C=2)=[O:28])[C:23]2[C:18](=[CH:19][CH:20]=[CH:21][CH:22]=2)[N:17]=1. (5) The reactants are: [Cl:1][C:2]1[CH:3]=[C:4]([N:8]([CH2:21][CH2:22][C:23]#[N:24])[C:9](=O)[CH2:10][N:11]([CH3:19])[C:12](=[O:18])[O:13][C:14]([CH3:17])([CH3:16])[CH3:15])[CH:5]=[CH:6][CH:7]=1.CO. Given the product [NH2:24][CH2:23][CH2:22][CH2:21][N:8]([C:4]1[CH:5]=[CH:6][CH:7]=[C:2]([Cl:1])[CH:3]=1)[CH2:9][CH2:10][N:11]([CH3:19])[C:12](=[O:18])[O:13][C:14]([CH3:15])([CH3:17])[CH3:16], predict the reactants needed to synthesize it. (6) Given the product [NH2:3][C:6]1[CH:7]=[C:8]([NH:12][C:13](=[O:28])[CH2:14][CH2:15][C:16]2[CH:21]=[C:20]([O:22][CH3:23])[C:19]([O:24][CH3:25])=[C:18]([O:26][CH3:27])[CH:17]=2)[CH:9]=[CH:10][CH:11]=1, predict the reactants needed to synthesize it. The reactants are: N#N.[N+:3]([C:6]1[CH:7]=[C:8]([NH:12][C:13](=[O:28])[CH2:14][CH2:15][C:16]2[CH:21]=[C:20]([O:22][CH3:23])[C:19]([O:24][CH3:25])=[C:18]([O:26][CH3:27])[CH:17]=2)[CH:9]=[CH:10][CH:11]=1)([O-])=O. (7) Given the product [C:10]([O:9][CH:5]=[C:6]([CH3:7])[CH2:8][C:16]1[CH:17]=[CH:18][C:13]([O:19][CH3:20])=[CH:14][CH:15]=1)(=[O:12])[CH3:11], predict the reactants needed to synthesize it. The reactants are: C(O[CH:5]([O:9][C:10](=[O:12])[CH3:11])[C:6]([CH3:8])=[CH2:7])(=O)C.[C:13]1([O:19][CH3:20])[CH:18]=[CH:17][CH:16]=[CH:15][CH:14]=1.C=CC.